This data is from Forward reaction prediction with 1.9M reactions from USPTO patents (1976-2016). The task is: Predict the product of the given reaction. Given the reactants [Cl:1][C:2]1[CH:31]=[CH:30][C:5]([CH2:6][CH2:7][N:8]2[CH2:13][CH2:12][N:11]([C:14]3[CH:19]=[CH:18][C:17]4[C:20]5[CH2:21][N:22]([CH3:28])[CH2:23][CH2:24][CH2:25][C:26]=5[O:27][C:16]=4[CH:15]=3)[C:10](=[O:29])[CH2:9]2)=[CH:4][CH:3]=1.Cl, predict the reaction product. The product is: [ClH:1].[Cl:1][C:2]1[CH:31]=[CH:30][C:5]([CH2:6][CH2:7][N:8]2[CH2:13][CH2:12][N:11]([C:14]3[CH:19]=[CH:18][C:17]4[C:20]5[CH2:21][N:22]([CH3:28])[CH2:23][CH2:24][CH2:25][C:26]=5[O:27][C:16]=4[CH:15]=3)[C:10](=[O:29])[CH2:9]2)=[CH:4][CH:3]=1.